Dataset: Reaction yield outcomes from USPTO patents with 853,638 reactions. Task: Predict the reaction yield, written as a fraction of the theoretical maximum amount of product (1.0 means a 100% yield; for example, 0.34 means a 34% yield). (1) The reactants are [CH2:1]([O:3][C:4](=[O:29])[CH2:5][C:6]1[N:7]=[C:8]([NH:11][C:12]([NH:14][C:15]2[CH:20]=[CH:19][C:18]([CH3:21])=[CH:17][C:16]=2[C:22]([CH:24]2[CH2:28][CH2:27][CH2:26][CH2:25]2)=[O:23])=[O:13])[S:9][CH:10]=1)[CH3:2].[Br:30]N1C(=O)CCC1=O. The catalyst is C(#N)C.C(Cl)Cl. The product is [CH2:1]([O:3][C:4](=[O:29])[CH:5]([Br:30])[C:6]1[N:7]=[C:8]([NH:11][C:12]([NH:14][C:15]2[CH:20]=[CH:19][C:18]([CH3:21])=[CH:17][C:16]=2[C:22]([CH:24]2[CH2:28][CH2:27][CH2:26][CH2:25]2)=[O:23])=[O:13])[S:9][CH:10]=1)[CH3:2]. The yield is 0.170. (2) The reactants are Cl.O1CCOCC1.[Si]([O:15][C@H:16]1[CH2:20][CH2:19][N:18]([CH2:21][C:22]2[CH:27]=[CH:26][C:25]([Cl:28])=[CH:24][CH:23]=2)[C:17]1=[O:29])(C(C)(C)C)(C)C. The catalyst is ClCCl. The product is [Cl:28][C:25]1[CH:24]=[CH:23][C:22]([CH2:21][N:18]2[CH2:19][CH2:20][C@H:16]([OH:15])[C:17]2=[O:29])=[CH:27][CH:26]=1. The yield is 1.00.